Dataset: Reaction yield outcomes from USPTO patents with 853,638 reactions. Task: Predict the reaction yield, written as a fraction of the theoretical maximum amount of product (1.0 means a 100% yield; for example, 0.34 means a 34% yield). (1) The reactants are [NH2:1][CH2:2][CH2:3][NH:4][S:5]([C:8]1[S:9][C:10]([Br:13])=[CH:11][CH:12]=1)(=[O:7])=[O:6].CCN(C(C)C)C(C)C.[C:23](Cl)(=[O:28])[C:24]([CH3:27])([CH3:26])[CH3:25].O. The catalyst is C(Cl)Cl. The product is [Br:13][C:10]1[S:9][C:8]([S:5]([NH:4][CH2:3][CH2:2][NH:1][C:23](=[O:28])[C:24]([CH3:27])([CH3:26])[CH3:25])(=[O:6])=[O:7])=[CH:12][CH:11]=1. The yield is 0.950. (2) The reactants are C([O:3][C:4]([C:6]1[C:7]([S:17][CH3:18])=[N:8][C:9]2[C:14]([C:15]=1[OH:16])=[CH:13][CH:12]=[CH:11][CH:10]=2)=[O:5])C.Cl. The catalyst is [OH-].[Na+]. The product is [CH3:18][S:17][C:7]1[NH:8][C:9]2[C:14]([C:15](=[O:16])[C:6]=1[C:4]([OH:5])=[O:3])=[CH:13][CH:12]=[CH:11][CH:10]=2. The yield is 0.850. (3) The reactants are [CH3:1][C:2]1([CH3:36])[CH2:7][C:6](=O)[CH2:5][C:4]([CH3:10])([CH3:9])[P:3]1[C:11]1[C:16]([O:17][CH3:18])=[CH:15][CH:14]=[C:13]([O:19][CH3:20])[C:12]=1[C:21]1[C:26]([CH:27]([CH3:29])[CH3:28])=[CH:25][C:24]([CH:30]([CH3:32])[CH3:31])=[CH:23][C:22]=1[CH:33]([CH3:35])[CH3:34].C(O)COCCO.O.NN.[OH-].[K+]. No catalyst specified. The product is [CH3:36][C:2]1([CH3:1])[CH2:7][CH2:6][CH2:5][C:4]([CH3:9])([CH3:10])[P:3]1[C:11]1[C:16]([O:17][CH3:18])=[CH:15][CH:14]=[C:13]([O:19][CH3:20])[C:12]=1[C:21]1[C:26]([CH:27]([CH3:28])[CH3:29])=[CH:25][C:24]([CH:30]([CH3:32])[CH3:31])=[CH:23][C:22]=1[CH:33]([CH3:35])[CH3:34]. The yield is 0.270. (4) The reactants are O=[CH:2][C:3]1[CH:11]=[CH:10][C:8]([OH:9])=[C:5]([O:6][CH3:7])[CH:4]=1.[CH3:12][C:13](=[O:21])[CH2:14][CH2:15][CH2:16][CH2:17][CH2:18][CH2:19][CH3:20].C(O)(=O)C.N1CCCCC1. The catalyst is CCCCCC.C(OCC)C. The product is [OH:9][C:8]1[CH:10]=[CH:11][C:3](/[CH:2]=[CH:12]/[C:13](=[O:21])[CH2:14][CH2:15][CH2:16][CH2:17][CH2:18][CH2:19][CH3:20])=[CH:4][C:5]=1[O:6][CH3:7]. The yield is 0.900. (5) The reactants are [C:1]([O:5][C:6](=[O:31])[NH:7][C:8]1[CH:13]=[CH:12][C:11](B2OC(C)(C)C(C)(C)O2)=[CH:10][C:9]=1[NH:23][C:24]([O:26][C:27]([CH3:30])([CH3:29])[CH3:28])=[O:25])([CH3:4])([CH3:3])[CH3:2].Cl[C:33]1[CH:38]=[CH:37][CH:36]=[CH:35][C:34]=1[S:39]([C:42]([F:45])([F:44])[F:43])(=[O:41])=[O:40].C(=O)([O-])[O-].[Na+].[Na+]. The catalyst is COCCOC.O. The product is [C:27]([O:26][C:24](=[O:25])[NH:23][C:9]1[CH:10]=[C:11]([C:33]2[CH:38]=[CH:37][CH:36]=[CH:35][C:34]=2[S:39]([C:42]([F:43])([F:44])[F:45])(=[O:40])=[O:41])[CH:12]=[CH:13][C:8]=1[NH:7][C:6]([O:5][C:1]([CH3:3])([CH3:4])[CH3:2])=[O:31])([CH3:30])([CH3:29])[CH3:28]. The yield is 0.750.